Dataset: Catalyst prediction with 721,799 reactions and 888 catalyst types from USPTO. Task: Predict which catalyst facilitates the given reaction. Reactant: [OH:1][NH:2][C:3](=[NH:37])[C:4]1[CH:9]=[CH:8][C:7]([C:10]2[N:14]3[N:15]=[CH:16][CH:17]=[C:18]([N:19]4[CH2:24][CH2:23][O:22][CH2:21][CH2:20]4)[C:13]3=[N:12][C:11]=2[C:25]#[C:26][C:27]2[CH:36]=[CH:35][C:34]3[C:29](=[CH:30][CH:31]=[CH:32][CH:33]=3)[N:28]=2)=[CH:6][N:5]=1.CCN(C(C)C)C(C)C.[C:47](Cl)(=[O:51])[O:48][CH2:49][CH3:50]. Product: [CH2:49]([O:48][C:47]([O:1][NH:2][C:3](=[NH:37])[C:4]1[CH:9]=[CH:8][C:7]([C:10]2[N:14]3[N:15]=[CH:16][CH:17]=[C:18]([N:19]4[CH2:20][CH2:21][O:22][CH2:23][CH2:24]4)[C:13]3=[N:12][C:11]=2[C:25]#[C:26][C:27]2[CH:36]=[CH:35][C:34]3[C:29](=[CH:30][CH:31]=[CH:32][CH:33]=3)[N:28]=2)=[CH:6][N:5]=1)=[O:51])[CH3:50]. The catalyst class is: 1.